This data is from Reaction yield outcomes from USPTO patents with 853,638 reactions. The task is: Predict the reaction yield, written as a fraction of the theoretical maximum amount of product (1.0 means a 100% yield; for example, 0.34 means a 34% yield). (1) The reactants are [CH3:1][O:2][C:3]1[CH:8]=[CH:7][C:6]([C:9]2[O:13][N:12]=[CH:11][C:10]=2[CH2:14][CH2:15][C:16]([OH:18])=[O:17])=[CH:5][CH:4]=1.S(=O)(=O)(O)O.[CH3:24]O. No catalyst specified. The product is [CH3:1][O:2][C:3]1[CH:4]=[CH:5][C:6]([C:9]2[O:13][N:12]=[CH:11][C:10]=2[CH2:14][CH2:15][C:16]([O:18][CH3:24])=[O:17])=[CH:7][CH:8]=1. The yield is 0.950. (2) The reactants are [CH2:1]([O:3][C:4](=[O:24])[CH2:5][C:6]([N:8]1[CH2:13][CH2:12][CH:11]([C:14]([O:16]CC2C=CC=CC=2)=[O:15])[CH2:10][CH2:9]1)=[O:7])[CH3:2]. The catalyst is CCO.[OH-].[OH-].[Pd+2]. The product is [CH2:1]([O:3][C:4](=[O:24])[CH2:5][C:6]([N:8]1[CH2:13][CH2:12][CH:11]([C:14]([OH:16])=[O:15])[CH2:10][CH2:9]1)=[O:7])[CH3:2]. The yield is 0.960.